Dataset: Full USPTO retrosynthesis dataset with 1.9M reactions from patents (1976-2016). Task: Predict the reactants needed to synthesize the given product. (1) The reactants are: [OH:1][C:2]1[C:7](=[O:8])[CH:6]=[CH:5]O[C:3]=1[CH3:9].[CH3:10][NH2:11].C. Given the product [CH3:10][N:11]1[CH:5]=[CH:6][C:7](=[O:8])[C:2]([OH:1])=[C:3]1[CH3:9], predict the reactants needed to synthesize it. (2) Given the product [ClH:34].[CH2:8]([O:10][C:11](=[O:33])[CH2:12][N:13]1[CH2:18][C:17]2[CH:19]=[C:20](/[CH:23]=[CH:24]/[C:25]([OH:27])=[O:26])[CH:21]=[N:22][C:16]=2[NH:15][C:14]1=[O:32])[CH3:9], predict the reactants needed to synthesize it. The reactants are: FC(F)(F)C(O)=O.[CH2:8]([O:10][C:11](=[O:33])[CH2:12][N:13]1[CH2:18][C:17]2[CH:19]=[C:20](/[CH:23]=[CH:24]/[C:25]([O:27]C(C)(C)C)=[O:26])[CH:21]=[N:22][C:16]=2[NH:15][C:14]1=[O:32])[CH3:9].[Cl:34]CCl. (3) Given the product [CH3:19][N:20]([CH2:21][CH2:22][CH3:23])[C:16]([C@H:10]1[CH2:12][C@H:11]1[C:13]([OH:15])=[O:14])=[O:18], predict the reactants needed to synthesize it. The reactants are: C(N(C(C)C)CC)(C)C.[C@@H:10]1([C:16]([OH:18])=O)[CH2:12][C@@H:11]1[C:13]([OH:15])=[O:14].[CH3:19][NH:20][CH2:21][CH2:22][CH3:23].F[P-](F)(F)(F)(F)F.N1(OC(N(C)C)=[N+](C)C)C2C=CC=CC=2N=N1.C1C=CC2N(O)N=NC=2C=1.